Dataset: Catalyst prediction with 721,799 reactions and 888 catalyst types from USPTO. Task: Predict which catalyst facilitates the given reaction. (1) Reactant: [ClH:1].[C:2]12([CH2:12][CH2:13][NH2:14])[CH2:11][CH:6]3[CH2:7][CH:8]([CH2:10][CH:4]([CH2:5]3)[CH2:3]1)[CH2:9]2.C(N(CC)CC)C.[C:22]([O:26][C:27]([CH3:30])([CH3:29])[CH3:28])(=[O:25])[CH:23]=[CH2:24].Cl.C(OCC)(=O)C. Product: [ClH:1].[C:2]12([CH2:12][CH2:13][NH:14][CH2:24][CH2:23][C:22]([O:26][C:27]([CH3:30])([CH3:29])[CH3:28])=[O:25])[CH2:9][CH:8]3[CH2:7][CH:6]([CH2:5][CH:4]([CH2:10]3)[CH2:3]1)[CH2:11]2. The catalyst class is: 8. (2) Reactant: [CH:1]1([CH2:7][S:8]([NH:11][CH2:12][CH2:13][CH2:14][CH2:15][N:16]2[CH2:21][CH2:20][NH:19][CH2:18][CH2:17]2)(=[O:10])=[O:9])[CH2:6][CH2:5][CH2:4][CH2:3][CH2:2]1.Cl[C:23]1[CH:28]=[CH:27][CH:26]=[C:25]([N+:29]([O-:31])=[O:30])[N:24]=1.C(N(C(C)C)CC)(C)C. Product: [CH:1]1([CH2:7][S:8]([NH:11][CH2:12][CH2:13][CH2:14][CH2:15][N:16]2[CH2:21][CH2:20][N:19]([C:23]3[CH:28]=[CH:27][CH:26]=[C:25]([N+:29]([O-:31])=[O:30])[N:24]=3)[CH2:18][CH2:17]2)(=[O:10])=[O:9])[CH2:6][CH2:5][CH2:4][CH2:3][CH2:2]1. The catalyst class is: 10. (3) Reactant: ClC(Cl)(O[C:5](=[O:11])OC(Cl)(Cl)Cl)Cl.[NH2:13][C:14]1[CH:19]=[CH:18][C:17]([CH2:20][C:21]([NH:23][C:24]2[CH:29]=[CH:28][C:27]([CH:30]([CH3:39])[CH2:31][C:32]([O:34][C:35]([CH3:38])([CH3:37])[CH3:36])=[O:33])=[CH:26][CH:25]=2)=[O:22])=[CH:16][C:15]=1[O:40][CH3:41].[NH:42]1[C:50]2[C:45](=[CH:46][CH:47]=[CH:48][CH:49]=2)[CH2:44][CH2:43]1. Product: [N:42]1([C:5]([NH:13][C:14]2[CH:19]=[CH:18][C:17]([CH2:20][C:21]([NH:23][C:24]3[CH:29]=[CH:28][C:27]([CH:30]([CH3:39])[CH2:31][C:32]([O:34][C:35]([CH3:36])([CH3:37])[CH3:38])=[O:33])=[CH:26][CH:25]=3)=[O:22])=[CH:16][C:15]=2[O:40][CH3:41])=[O:11])[C:50]2[C:45](=[CH:46][CH:47]=[CH:48][CH:49]=2)[CH2:44][CH2:43]1. The catalyst class is: 236. (4) Reactant: [NH2:1][C:2]1[CH:3]=[C:4]([C:37]2[CH:38]=[CH:39][CH:40]=[C:41]3[C:45]=2[N:44]([CH3:46])[N:43]=[C:42]3[NH:47][S:48]([CH3:51])(=[O:50])=[O:49])[C:5]([C@@H:8]([NH:18][C:19](=[O:36])[CH2:20][N:21]2[C:25]3[C:26]([F:31])([F:30])[C@@H:27]4[CH2:29][C@@H:28]4[C:24]=3[C:23]([C:32]([F:35])([F:34])[F:33])=[N:22]2)[CH2:9][C:10]2[CH:15]=[C:14]([F:16])[CH:13]=[C:12]([F:17])[CH:11]=2)=[N:6][CH:7]=1.[C:52](OC(=O)C)(=[O:54])[CH3:53].C(N(CC)CC)C. Product: [NH2:1][C:2]1[CH:3]=[C:4]([C:37]2[CH:38]=[CH:39][CH:40]=[C:41]3[C:45]=2[N:44]([CH3:46])[N:43]=[C:42]3[N:47]([S:48]([CH3:51])(=[O:49])=[O:50])[C:52](=[O:54])[CH3:53])[C:5]([C@@H:8]([NH:18][C:19](=[O:36])[CH2:20][N:21]2[C:25]3[C:26]([F:30])([F:31])[C@@H:27]4[CH2:29][C@@H:28]4[C:24]=3[C:23]([C:32]([F:35])([F:33])[F:34])=[N:22]2)[CH2:9][C:10]2[CH:11]=[C:12]([F:17])[CH:13]=[C:14]([F:16])[CH:15]=2)=[N:6][CH:7]=1. The catalyst class is: 2. (5) Reactant: [N:1]1[C:10]2[C:5](=[CH:6][CH:7]=[CH:8][CH:9]=2)[N:4]=[CH:3][C:2]=1[CH2:11][CH2:12][C:13]1[NH:14][C:15]2[C:16]([N:25]=1)=[C:17]1[C:22](=[CH:23][CH:24]=2)[N:21]=[CH:20][CH:19]=[CH:18]1.[H-].[Na+].I[CH3:29].[ClH:30]. Product: [ClH:30].[CH3:29][N:14]1[C:15]2[C:16](=[C:17]3[C:22](=[CH:23][CH:24]=2)[N:21]=[CH:20][CH:19]=[CH:18]3)[N:25]=[C:13]1[CH2:12][CH2:11][C:2]1[CH:3]=[N:4][C:5]2[C:10](=[CH:9][CH:8]=[CH:7][CH:6]=2)[N:1]=1.[ClH:30].[CH3:29][N:25]1[C:16]2=[C:17]3[C:22](=[CH:23][CH:24]=[C:15]2[N:14]=[C:13]1[CH2:12][CH2:11][C:2]1[CH:3]=[N:4][C:5]2[C:10](=[CH:9][CH:8]=[CH:7][CH:6]=2)[N:1]=1)[N:21]=[CH:20][CH:19]=[CH:18]3. The catalyst class is: 121. (6) Reactant: Cl.C(O)C.[CH3:5][N:6]1[C:15]2[C:10](=[CH:11][C:12]([O:16][CH2:17][CH2:18][CH2:19][N:20]([CH2:29][C:30]3[CH:31]=[N:32][CH:33]=[CH:34][CH:35]=3)C(=O)C3C=CC=CC=3)=[CH:13][CH:14]=2)[CH:9]=[CH:8][C:7]1=[O:36]. Product: [CH3:5][N:6]1[C:15]2[C:10](=[CH:11][C:12]([O:16][CH2:17][CH2:18][CH2:19][NH:20][CH2:29][C:30]3[CH:31]=[N:32][CH:33]=[CH:34][CH:35]=3)=[CH:13][CH:14]=2)[CH:9]=[CH:8][C:7]1=[O:36]. The catalyst class is: 6. (7) Reactant: CC(C)([O-])C.[Na+].C1(P(C2CCCCC2)C2C=CC=CC=2C2C=[CH:24][CH:23]=[CH:22][C:21]=2[N:26]([CH3:28])C)CCCCC1.[CH2:35]([C@@H:42]1[NH:47][CH2:46][CH2:45][N:44]([C:48]2[CH:56]=[C:55]3[C:51]([C:52]([CH2:61][CH3:62])=[N:53][N:54]3[CH:57]3[CH2:60][CH2:59][CH2:58]3)=[CH:50][CH:49]=2)[CH2:43]1)[C:36]1[CH:41]=[CH:40][CH:39]=[CH:38][CH:37]=1.BrC1C=NC=CC=1. Product: [CH2:35]([C@@H:42]1[N:47]([C:24]2[CH:28]=[N:26][CH:21]=[CH:22][CH:23]=2)[CH2:46][CH2:45][N:44]([C:48]2[CH:56]=[C:55]3[C:51]([C:52]([CH2:61][CH3:62])=[N:53][N:54]3[CH:57]3[CH2:58][CH2:59][CH2:60]3)=[CH:50][CH:49]=2)[CH2:43]1)[C:36]1[CH:37]=[CH:38][CH:39]=[CH:40][CH:41]=1. The catalyst class is: 101. (8) Reactant: Br[C:2]1[CH:7]=[CH:6][CH:5]=[CH:4][N:3]=1.C([Li])CCC.CON(C)[C:16]([C:18]1[N:19]=[CH:20][N:21]([C:23]2[CH:24]=[C:25]([C:29]3[CH:34]=[CH:33][CH:32]=[CH:31][CH:30]=3)[CH:26]=[CH:27][CH:28]=2)[CH:22]=1)=[O:17].[Cl-].[NH4+]. Product: [C:25]1([C:29]2[CH:30]=[CH:31][CH:32]=[CH:33][CH:34]=2)[CH:26]=[CH:27][CH:28]=[C:23]([N:21]2[CH:22]=[C:18]([C:16]([C:2]3[CH:7]=[CH:6][CH:5]=[CH:4][N:3]=3)=[O:17])[N:19]=[CH:20]2)[CH:24]=1. The catalyst class is: 1. (9) Reactant: [CH3:1][O:2][C:3]([C:5]1[N:9]=[CH:8][N:7]([C:10]2[CH:15]=[CH:14][C:13]([C:16]#[N:17])=[CH:12][C:11]=2[C:18]2[N:22]([C:23]([CH3:26])([CH3:25])[CH3:24])[C:21]3[CH:27]=[CH:28][C:29]([C:31]4[CH:32]=[N:33][C:34]([NH2:37])=[N:35][CH:36]=4)=[CH:30][C:20]=3[N:19]=2)[N:6]=1)=[O:4].[H-].[CH2:39]([Al+]CC(C)C)[CH:40](C)[CH3:41].[NH4+].[Cl-]. Product: [CH2:1]([O:2][C:3]([C:5]1[N:9]=[CH:8][N:7]([C:10]2[CH:15]=[CH:14][C:13]([C:16]#[N:17])=[CH:12][C:11]=2[C:18]2[N:22]([C:23]([CH3:26])([CH3:24])[CH3:25])[C:21]3[CH:27]=[CH:28][C:29]([C:31]4[CH:36]=[N:35][C:34]([NH2:37])=[N:33][CH:32]=4)=[CH:30][C:20]=3[N:19]=2)[N:6]=1)=[O:4])[CH:40]([CH3:41])[CH3:39]. The catalyst class is: 1.